Dataset: Reaction yield outcomes from USPTO patents with 853,638 reactions. Task: Predict the reaction yield, written as a fraction of the theoretical maximum amount of product (1.0 means a 100% yield; for example, 0.34 means a 34% yield). The reactants are [CH2:1]([C:8]1[CH:9]=[N:10][C:11](Cl)=[N:12][CH:13]=1)[C:2]1[CH:7]=[CH:6][CH:5]=[CH:4][CH:3]=1.[OH:15][CH2:16][CH:17]1[NH:22][CH2:21][CH2:20][N:19]([C:23]([O:25][C:26]([CH3:29])([CH3:28])[CH3:27])=[O:24])[CH2:18]1.C(N(C(C)C)CC)(C)C. The catalyst is O1CCOCC1. The product is [CH2:1]([C:8]1[CH:9]=[N:10][C:11]([N:22]2[CH2:21][CH2:20][N:19]([C:23]([O:25][C:26]([CH3:27])([CH3:28])[CH3:29])=[O:24])[CH2:18][CH:17]2[CH2:16][OH:15])=[N:12][CH:13]=1)[C:2]1[CH:7]=[CH:6][CH:5]=[CH:4][CH:3]=1. The yield is 0.150.